Dataset: Full USPTO retrosynthesis dataset with 1.9M reactions from patents (1976-2016). Task: Predict the reactants needed to synthesize the given product. (1) Given the product [Cl:1][C:2]1[CH:18]=[CH:17][C:5]([O:6][CH2:7][C:8]2[CH:16]=[CH:15][C:11]([C:12]([NH:39][S:36]([N:35]([CH3:40])[CH3:34])(=[O:38])=[O:37])=[O:13])=[CH:10][CH:9]=2)=[CH:4][C:3]=1[C:19]([F:22])([F:21])[F:20], predict the reactants needed to synthesize it. The reactants are: [Cl:1][C:2]1[CH:18]=[CH:17][C:5]([O:6][CH2:7][C:8]2[CH:16]=[CH:15][C:11]([C:12](O)=[O:13])=[CH:10][CH:9]=2)=[CH:4][C:3]=1[C:19]([F:22])([F:21])[F:20].CCN=C=NCCCN(C)C.[CH3:34][N:35]([CH3:40])[S:36]([NH2:39])(=[O:38])=[O:37].OS([O-])(=O)=O.[K+]. (2) Given the product [CH3:1][O:2][C:3]1[CH:14]=[C:13]2[C:6](=[CH:5][CH:4]=1)[NH:7][CH:8]=[C:9]2[CH2:10][CH2:11][NH:12][CH2:23][C:22]1[CH:25]=[CH:26][CH:27]=[C:20]([O:19][CH2:18][CH2:17][C:16]([F:15])([F:29])[F:28])[CH:21]=1, predict the reactants needed to synthesize it. The reactants are: [CH3:1][O:2][C:3]1[CH:14]=[C:13]2[C:6]([NH:7][CH:8]=[C:9]2[CH2:10][CH2:11][NH2:12])=[CH:5][CH:4]=1.[F:15][C:16]([F:29])([F:28])[CH2:17][CH2:18][O:19][C:20]1[CH:21]=[C:22]([CH:25]=[CH:26][CH:27]=1)[CH:23]=O.[BH4-].[Na+]. (3) Given the product [C:33]([O:32][C:30](=[O:31])[NH:29][C@H:25]([C:26](=[O:27])[NH:8][C:5]1[CH:6]=[CH:7][C:2]([F:1])=[CH:3][C:4]=1[NH:9][C:10]1[CH:15]=[CH:14][CH:13]=[CH:12][CH:11]=1)[CH2:24][O:23][CH2:16][C:17]1[CH:18]=[CH:19][CH:20]=[CH:21][CH:22]=1)([CH3:34])([CH3:36])[CH3:35], predict the reactants needed to synthesize it. The reactants are: [F:1][C:2]1[CH:3]=[C:4]([NH:9][C:10]2[CH:15]=[CH:14][CH:13]=[CH:12][CH:11]=2)[C:5]([NH2:8])=[CH:6][CH:7]=1.[CH2:16]([O:23][CH2:24][C@H:25]([NH:29][C:30]([O:32][C:33]([CH3:36])([CH3:35])[CH3:34])=[O:31])[C:26](O)=[O:27])[C:17]1[CH:22]=[CH:21][CH:20]=[CH:19][CH:18]=1.C1C=NC2N(O)N=NC=2C=1.CN1CCOCC1.Cl.CN(C)CCCN=C=NCC.